This data is from Cav3 T-type calcium channel HTS with 100,875 compounds. The task is: Binary Classification. Given a drug SMILES string, predict its activity (active/inactive) in a high-throughput screening assay against a specified biological target. (1) The molecule is O=C(NCc1ccccc1)C=1C(n2[nH]cnc2=NC1C)c1cc(OC)c(OC)cc1. The result is 0 (inactive). (2) The molecule is O1CCN(CC1)C(=O)Cn1c(=O)c2nnn(c2nc1)c1ccc(cc1)C. The result is 0 (inactive). (3) The molecule is S(=O)(=O)(/N=C(\Nc1c(F)cccc1)c1ccccc1)c1ccccc1. The result is 0 (inactive). (4) The drug is S(=O)(=O)(N1CCN(CC1)c1ccc(NC(=O)c2c(OC)cccc2OC)cc1)C. The result is 0 (inactive). (5) The drug is S(=O)(=O)(NCCC)c1ccc(CCC(=O)N2CCN(CC2)CC)cc1. The result is 0 (inactive). (6) The drug is Clc1ccc(CN2CCN(C2=O)CC(=O)NCc2ccc(cc2)C)cc1. The result is 0 (inactive). (7) The drug is O1CCN(CC1)c1ccc(cc1)/C=N\n1ncnc1. The result is 0 (inactive). (8) The drug is O=C(NC1CCCC1)c1cc2n(c(=O)n(c(=O)c2cc1)Cc1occc1)CC(OCC)=O. The result is 0 (inactive).